From a dataset of Reaction yield outcomes from USPTO patents with 853,638 reactions. Predict the reaction yield, written as a fraction of the theoretical maximum amount of product (1.0 means a 100% yield; for example, 0.34 means a 34% yield). The reactants are [CH3:1][O:2][CH3:3].[CH2:4]([Li])CCC.[B:9]([O:14]C)([O:12]C)OC.[CH3:16][C:17]([OH:19])=O.[CH2:20]1[CH2:24][O:23][CH2:22][CH2:21]1. No catalyst specified. The product is [CH3:1][O:2][C:3]1[CH:4]=[CH:16][C:17]2[O:19][CH2:20][CH2:24][O:23][C:22]=2[C:21]=1[B:9]([OH:12])[OH:14]. The yield is 0.980.